Dataset: Full USPTO retrosynthesis dataset with 1.9M reactions from patents (1976-2016). Task: Predict the reactants needed to synthesize the given product. (1) The reactants are: CC(C)=[O:3].OS(O)(=O)=O.O=[Cr](=O)=O.OS(O)(=O)=O.O.[OH:20][CH2:21][CH2:22][C@@H:23]([C:41]1[CH:46]=[CH:45][C:44]([Cl:47])=[C:43]([Cl:48])[CH:42]=1)[CH2:24][N:25]1[CH2:32][C@@H:31]([CH3:33])[CH2:30][O:29][C:28]2[C:34]([C:38]#[N:39])=[CH:35][CH:36]=[CH:37][C:27]=2[C:26]1=[O:40]. Given the product [C:21]([CH2:22][C@@H:23]([C:41]1[CH:46]=[CH:45][C:44]([Cl:47])=[C:43]([Cl:48])[CH:42]=1)[CH2:24][N:25]1[CH2:32][C@@H:31]([CH3:33])[CH2:30][O:29][C:28]2[C:34]([C:38]#[N:39])=[CH:35][CH:36]=[CH:37][C:27]=2[C:26]1=[O:40])([OH:3])=[O:20], predict the reactants needed to synthesize it. (2) Given the product [CH2:1]([N:8]1[C:18]([C:17]([C:21]2[CH:26]=[CH:25][CH:24]=[CH:23][CH:22]=2)([C:11]2[CH:16]=[CH:15][CH:14]=[CH:13][CH:12]=2)[OH:20])=[CH:19][N:10]=[N:9]1)[C:2]1[CH:7]=[CH:6][CH:5]=[CH:4][CH:3]=1, predict the reactants needed to synthesize it. The reactants are: [CH2:1]([N:8]=[N+:9]=[N-:10])[C:2]1[CH:7]=[CH:6][CH:5]=[CH:4][CH:3]=1.[C:11]1([C:17]([C:21]2[CH:26]=[CH:25][CH:24]=[CH:23][CH:22]=2)([OH:20])[C:18]#[CH:19])[CH:16]=[CH:15][CH:14]=[CH:13][CH:12]=1. (3) Given the product [N+:13]([C:10]1[CH:11]=[C:1]2[C:2]([O:4][C:5](=[O:12])[NH:6][C:7]2=[CH:8][CH:9]=1)=[O:3])([O-:15])=[O:14], predict the reactants needed to synthesize it. The reactants are: [C:1]12[C:7](=[CH:8][CH:9]=[CH:10][CH:11]=1)[NH:6][C:5](=[O:12])[O:4][C:2]2=[O:3].[N+:13]([O-])([OH:15])=[O:14].